Dataset: Forward reaction prediction with 1.9M reactions from USPTO patents (1976-2016). Task: Predict the product of the given reaction. (1) The product is: [CH3:53][N:54]([CH3:55])[CH2:2][CH2:3][NH:4][C:5](=[O:52])[O:6][C@@H:7]1[CH2:12][CH2:11][CH2:10][N:9]([C:13]2[N:14]=[C:15]3[CH:39]=[C:38]([C:40]([NH:42][C:43]4[S:44][CH:45]=[C:46]([C:48]([CH3:51])([CH3:50])[CH3:49])[N:47]=4)=[O:41])[CH:37]=[CH:36][N:16]3[C:17](=[O:35])[C:18]=2/[CH:19]=[CH:20]/[C:21]2[N:22]=[N:23][N:24]([CH2:26][C:27]3[CH:32]=[CH:31][C:30]([O:33][CH3:34])=[CH:29][CH:28]=3)[N:25]=2)[CH2:8]1. Given the reactants Cl[CH2:2][CH2:3][NH:4][C:5](=[O:52])[O:6][C@@H:7]1[CH2:12][CH2:11][CH2:10][N:9]([C:13]2[N:14]=[C:15]3[CH:39]=[C:38]([C:40]([NH:42][C:43]4[S:44][CH:45]=[C:46]([C:48]([CH3:51])([CH3:50])[CH3:49])[N:47]=4)=[O:41])[CH:37]=[CH:36][N:16]3[C:17](=[O:35])[C:18]=2/[CH:19]=[CH:20]/[C:21]2[N:22]=[N:23][N:24]([CH2:26][C:27]3[CH:32]=[CH:31][C:30]([O:33][CH3:34])=[CH:29][CH:28]=3)[N:25]=2)[CH2:8]1.[CH3:53][NH:54][CH3:55].C(O)C, predict the reaction product. (2) Given the reactants [F:1][C:2]1[CH:3]=[C:4]([C:12]2[C:13]3[CH2:20][CH2:19][CH:18]([CH2:21][C:22]([NH:24][CH3:25])=[O:23])[C:14]=3[CH:15]=[N:16][CH:17]=2)[CH:5]=[CH:6][C:7]=1[C:8]([F:11])([F:10])[F:9].[CH2:26](N)C, predict the reaction product. The product is: [F:1][C:2]1[CH:3]=[C:4]([C:12]2[C:13]3[CH2:20][CH2:19][CH:18]([CH2:21][C:22]([NH:24][CH2:25][CH3:26])=[O:23])[C:14]=3[CH:15]=[N:16][CH:17]=2)[CH:5]=[CH:6][C:7]=1[C:8]([F:11])([F:9])[F:10]. (3) Given the reactants [H-].[Na+].C(OP([CH2:11][C:12]([O:14][CH2:15][CH3:16])=[O:13])(OCC)=O)C.[O:17]1[C:21]([CH:22]=O)=[CH:20][N:19]=[CH:18]1, predict the reaction product. The product is: [O:17]1[C:21](/[CH:22]=[CH:11]/[C:12]([O:14][CH2:15][CH3:16])=[O:13])=[CH:20][N:19]=[CH:18]1. (4) Given the reactants [F:1][C:2]1[CH:3]=[C:4]([C:13]2[CH:18]=[CH:17][C:16]([O:19][CH2:20][CH:21]3[CH2:26][CH2:25][N:24]([CH2:27][C:28]([F:31])([CH3:30])[CH3:29])[CH2:23][CH2:22]3)=[CH:15][CH:14]=2)[CH:5]=[CH:6][C:7]=1[C:8]([O:10]CC)=[O:9].CO.O.[Li+].[OH-], predict the reaction product. The product is: [F:1][C:2]1[CH:3]=[C:4]([C:13]2[CH:14]=[CH:15][C:16]([O:19][CH2:20][CH:21]3[CH2:26][CH2:25][N:24]([CH2:27][C:28]([F:31])([CH3:29])[CH3:30])[CH2:23][CH2:22]3)=[CH:17][CH:18]=2)[CH:5]=[CH:6][C:7]=1[C:8]([OH:10])=[O:9]. (5) Given the reactants C(NC(C)C)(C)C.[Cl:8][C:9]1[CH:16]=[C:15]([N:17]2[C:21](=[O:22])[CH2:20][C@H:19]([OH:23])[C@@H:18]2[CH3:24])[CH:14]=[CH:13][C:10]=1[C:11]#[N:12].[CH2:25](Br)[C:26]1[CH:31]=[CH:30][CH:29]=[CH:28][CH:27]=1.C(O)(=O)C, predict the reaction product. The product is: [CH2:25]([C@H:20]1[C@H:19]([OH:23])[C@H:18]([CH3:24])[N:17]([C:15]2[CH:14]=[CH:13][C:10]([C:11]#[N:12])=[C:9]([Cl:8])[CH:16]=2)[C:21]1=[O:22])[C:26]1[CH:31]=[CH:30][CH:29]=[CH:28][CH:27]=1. (6) Given the reactants [C:1]1([N:7]=[N+:8]=[N-:9])[CH:6]=[CH:5][CH:4]=[CH:3][CH:2]=1.C([O:12][C:13](=[O:23])[CH2:14][C:15](=O)[C:16]1[CH:21]=[CH:20][CH:19]=[CH:18][N:17]=1)C.C[O-].[Na+].[OH-].[Na+].Cl, predict the reaction product. The product is: [C:1]1([N:7]2[C:15]([C:16]3[CH:21]=[CH:20][CH:19]=[CH:18][N:17]=3)=[C:14]([C:13]([OH:23])=[O:12])[N:9]=[N:8]2)[CH:6]=[CH:5][CH:4]=[CH:3][CH:2]=1.